This data is from Reaction yield outcomes from USPTO patents with 853,638 reactions. The task is: Predict the reaction yield, written as a fraction of the theoretical maximum amount of product (1.0 means a 100% yield; for example, 0.34 means a 34% yield). (1) The reactants are C=O.[C:3](O[BH-](OC(=O)C)OC(=O)C)(=O)C.[Na+].[CH3:17][O:18][C:19]1[CH:24]=[C:23]([CH:25]2[CH2:30][CH2:29][NH:28][CH2:27][CH2:26]2)[CH:22]=[CH:21][C:20]=1[NH:31][C:32](=[O:38])[O:33][C:34]([CH3:37])([CH3:36])[CH3:35]. The catalyst is C(Cl)Cl. The product is [CH3:17][O:18][C:19]1[CH:24]=[C:23]([CH:25]2[CH2:30][CH2:29][N:28]([CH3:3])[CH2:27][CH2:26]2)[CH:22]=[CH:21][C:20]=1[NH:31][C:32](=[O:38])[O:33][C:34]([CH3:35])([CH3:37])[CH3:36]. The yield is 0.730. (2) The reactants are [C:1]([O:5][C:6]([N:8]1[CH2:13][CH2:12][CH:11]([S:14]([C:17]2[CH:22]=[CH:21][C:20](Br)=[CH:19][CH:18]=2)(=[O:16])=[O:15])[CH2:10][CH2:9]1)=[O:7])([CH3:4])([CH3:3])[CH3:2].[C:24]([NH2:27])(=[O:26])[CH3:25].CC1(C)C2C(=C(P(C3C=CC=CC=3)C3C=CC=CC=3)C=CC=2)OC2C(P(C3C=CC=CC=3)C3C=CC=CC=3)=CC=CC1=2.C(=O)([O-])[O-].[Cs+].[Cs+]. The catalyst is O1CCOCC1.C1C=CC(/C=C/C(/C=C/C2C=CC=CC=2)=O)=CC=1.C1C=CC(/C=C/C(/C=C/C2C=CC=CC=2)=O)=CC=1.C1C=CC(/C=C/C(/C=C/C2C=CC=CC=2)=O)=CC=1.[Pd].[Pd]. The product is [C:1]([O:5][C:6]([N:8]1[CH2:13][CH2:12][CH:11]([S:14]([C:17]2[CH:22]=[CH:21][C:20]([NH:27][C:24](=[O:26])[CH3:25])=[CH:19][CH:18]=2)(=[O:16])=[O:15])[CH2:10][CH2:9]1)=[O:7])([CH3:4])([CH3:3])[CH3:2]. The yield is 0.820. (3) The reactants are [CH3:1][O:2][C:3](=[O:24])[C:4]1[CH:9]=[C:8]([F:10])[C:7]([CH2:11][NH:12][CH:13]=O)=[N:6][C:5]=1[NH:15][C:16]1[CH:21]=[CH:20][C:19]([I:22])=[CH:18][C:17]=1[F:23].P(Cl)(Cl)(Cl)=O. The catalyst is C1(C)C=CC=CC=1. The product is [CH3:1][O:2][C:3]([C:4]1[CH:9]=[C:8]([F:10])[C:7]2[N:6]([CH:13]=[N:12][CH:11]=2)[C:5]=1[NH:15][C:16]1[CH:21]=[CH:20][C:19]([I:22])=[CH:18][C:17]=1[F:23])=[O:24]. The yield is 0.390. (4) The reactants are Br[CH:2]([CH3:15])[C:3]([C:5]1[CH:10]=[CH:9][C:8]([C:11]([F:14])([F:13])[F:12])=[CH:7][CH:6]=1)=O.[NH2:16][C:17]1[N:22]=[CH:21][CH:20]=[CH:19][N:18]=1. The catalyst is CCO. The product is [CH3:15][C:2]1[N:16]=[C:17]2[N:22]=[CH:21][CH:20]=[CH:19][N:18]2[C:3]=1[C:5]1[CH:10]=[CH:9][C:8]([C:11]([F:14])([F:13])[F:12])=[CH:7][CH:6]=1. The yield is 0.469.